Dataset: Reaction yield outcomes from USPTO patents with 853,638 reactions. Task: Predict the reaction yield, written as a fraction of the theoretical maximum amount of product (1.0 means a 100% yield; for example, 0.34 means a 34% yield). (1) The reactants are [F:1][C:2]1[CH:3]=[C:4]([N+:9]([O-:11])=[O:10])[C:5](O)=[N:6][CH:7]=1.P(Cl)(Cl)([Cl:14])=O.CN(C)C=O. The catalyst is O. The product is [Cl:14][C:5]1[C:4]([N+:9]([O-:11])=[O:10])=[CH:3][C:2]([F:1])=[CH:7][N:6]=1. The yield is 0.740. (2) The reactants are [CH2:1]([O:5][C:6]1[C:15]2[C:10](=[CH:11][CH:12]=[C:13](/[CH:16]=[CH:17]/[C:18]([O:20]CC)=[O:19])[CH:14]=2)[C:9](=[O:23])[N:8]([CH2:24][CH:25]([CH3:27])[CH3:26])[C:7]=1[CH2:28][NH:29][C:30]([O:32][C:33]([CH3:36])([CH3:35])[CH3:34])=[O:31])[CH2:2][CH2:3][CH3:4].[OH-].[Na+].O.Cl. The catalyst is O1CCCC1.C(O)C. The product is [CH2:1]([O:5][C:6]1[C:15]2[C:10](=[CH:11][CH:12]=[C:13](/[CH:16]=[CH:17]/[C:18]([OH:20])=[O:19])[CH:14]=2)[C:9](=[O:23])[N:8]([CH2:24][CH:25]([CH3:26])[CH3:27])[C:7]=1[CH2:28][NH:29][C:30]([O:32][C:33]([CH3:36])([CH3:35])[CH3:34])=[O:31])[CH2:2][CH2:3][CH3:4]. The yield is 0.947. (3) The reactants are [NH2:1][C:2]1[C:11]([N+:12]([O-:14])=[O:13])=[CH:10][C:5]([C:6]([O:8][CH3:9])=[O:7])=[C:4](F)[C:3]=1[F:16].O1CCOCC1.[NH3:23]. The catalyst is O. The product is [NH2:23][C:4]1[C:3]([F:16])=[C:2]([NH2:1])[C:11]([N+:12]([O-:14])=[O:13])=[CH:10][C:5]=1[C:6]([O:8][CH3:9])=[O:7]. The yield is 0.920. (4) The reactants are [Li]CCCC.C(NC(C)C)(C)C.[Cl:13][C:14]([Cl:25])([Cl:24])[C@@H:15]1[N:19]2[CH2:20][CH2:21][CH2:22][C@H:18]2[C:17](=[O:23])[O:16]1.Cl[CH2:27][O:28][CH2:29][C:30]1[CH:35]=[CH:34][CH:33]=[CH:32][CH:31]=1. The catalyst is C1COCC1. The product is [CH2:29]([O:28][CH2:27][C@@:18]12[CH2:22][CH2:21][CH2:20][N:19]1[C@@H:15]([C:14]([Cl:13])([Cl:24])[Cl:25])[O:16][C:17]2=[O:23])[C:30]1[CH:35]=[CH:34][CH:33]=[CH:32][CH:31]=1. The yield is 0.380. (5) The reactants are [CH:1]([O:4][C:5]1[CH:13]=[CH:12][C:11]([S:14]([CH3:17])(=[O:16])=[O:15])=[CH:10][C:6]=1[C:7]([OH:9])=O)([CH3:3])[CH3:2].Cl.[CH2:19]([S:23]([C:26]1[S:30][C:29]([N:31]2[CH2:36][CH2:35][NH:34][CH2:33][CH2:32]2)=[N:28][CH:27]=1)(=[O:25])=[O:24])[CH2:20][CH2:21][CH3:22]. No catalyst specified. The product is [CH2:19]([S:23]([C:26]1[S:30][C:29]([N:31]2[CH2:36][CH2:35][N:34]([C:7]([C:6]3[CH:10]=[C:11]([S:14]([CH3:17])(=[O:16])=[O:15])[CH:12]=[CH:13][C:5]=3[O:4][CH:1]([CH3:2])[CH3:3])=[O:9])[CH2:33][CH2:32]2)=[N:28][CH:27]=1)(=[O:25])=[O:24])[CH2:20][CH2:21][CH3:22]. The yield is 0.540. (6) The reactants are [Cl:1][C:2]1[CH:3]=[C:4]2[C:9](=[CH:10][C:11]=1[O:12][C:13]1[CH:21]=[CH:20][C:16]([C:17]([OH:19])=O)=[CH:15][CH:14]=1)[O:8][CH2:7][CH2:6][CH:5]2[C:22]([O:24][CH2:25][CH3:26])=[O:23].Cl.[CH2:28]1[C:36]2[C:31](=[CH:32][CH:33]=[CH:34][CH:35]=2)[CH2:30][CH:29]1[CH2:37][NH2:38].C(N(C(C)C)C(C)C)C.Cl.CN(C)CCCN=C=NCC.ON1C2N=CC=CC=2N=N1. The catalyst is ClCCl. The product is [Cl:1][C:2]1[CH:3]=[C:4]2[C:9](=[CH:10][C:11]=1[O:12][C:13]1[CH:21]=[CH:20][C:16]([C:17](=[O:19])[NH:38][CH2:37][CH:29]3[CH2:30][C:31]4[C:36](=[CH:35][CH:34]=[CH:33][CH:32]=4)[CH2:28]3)=[CH:15][CH:14]=1)[O:8][CH2:7][CH2:6][CH:5]2[C:22]([O:24][CH2:25][CH3:26])=[O:23]. The yield is 0.998. (7) The reactants are [N+:1]([C:4]1[CH:17]=[CH:16][C:7]([CH2:8][C:9]2[CH:14]=[CH:13][C:12]([NH2:15])=[CH:11][CH:10]=2)=[CH:6][CH:5]=1)([O-:3])=[O:2].[C:18]([S-:20])#[N:19].[K+].BrBr. The catalyst is C(O)(=O)C. The product is [N+:1]([C:4]1[CH:5]=[CH:6][C:7]([CH2:8][C:9]2[CH:14]=[CH:13][C:12]3[N:15]=[C:18]([NH2:19])[S:20][C:11]=3[CH:10]=2)=[CH:16][CH:17]=1)([O-:3])=[O:2]. The yield is 0.600. (8) The reactants are Cl[C:2]1[N:7]=[C:6]([NH:8][C:9]2[CH:10]=[C:11]3[C:15](=[CH:16][CH:17]=2)[NH:14][N:13]=[CH:12]3)[CH:5]=[CH:4][N:3]=1.Cl.[CH3:19][O:20][C:21]1[CH:22]=[C:23]2[C:27](=[CH:28][CH:29]=1)[CH2:26][NH:25][CH2:24]2.C([O-])([O-])=O.[K+].[K+]. The catalyst is CN(C=O)C.O. The product is [CH3:19][O:20][C:21]1[CH:22]=[C:23]2[C:27](=[CH:28][CH:29]=1)[CH2:26][N:25]([C:2]1[N:7]=[C:6]([NH:8][C:9]3[CH:10]=[C:11]4[C:15](=[CH:16][CH:17]=3)[NH:14][N:13]=[CH:12]4)[CH:5]=[CH:4][N:3]=1)[CH2:24]2. The yield is 0.300.